From a dataset of Catalyst prediction with 721,799 reactions and 888 catalyst types from USPTO. Predict which catalyst facilitates the given reaction. (1) Reactant: CC(C)=CC[O:5][C:6]1[CH:16]=[CH:15][C:9]([C:10]([O:12][CH2:13][CH3:14])=[O:11])=[CH:8][CH:7]=1. Product: [CH3:7][CH:8]([C:16]1[CH:15]=[C:9]([CH:8]=[CH:7][C:6]=1[OH:5])[C:10]([O:12][CH2:13][CH3:14])=[O:11])[C:9]([CH3:15])=[CH2:10]. The catalyst class is: 520. (2) Reactant: [C:1]([O:4][CH2:5][C:6]([OH:9])([CH3:8])[CH3:7])(=[O:3])[CH3:2].[C:10](N1C=CN=C1)([N:12]1[CH:16]=[CH:15][N:14]=[CH:13]1)=[O:11]. Product: [N:12]1([C:10]([O:9][C:6]([CH3:8])([CH3:7])[CH2:5][O:4][C:1](=[O:3])[CH3:2])=[O:11])[CH:16]=[CH:15][N:14]=[CH:13]1. The catalyst class is: 2. (3) Reactant: [Cl:1][C:2]1[C:3]([C:18]2[CH:23]=[CH:22][C:21]([O:24][C:25]3[CH:30]=[CH:29][CH:28]=[C:27]([Cl:31])[CH:26]=3)=[C:20]([O:32][CH3:33])[CH:19]=2)=[C:4]2[N:9]([C:10]=1[CH:11]1[CH2:16][CH2:15][CH2:14][NH:13][CH2:12]1)[N:8]=[CH:7][N:6]=[C:5]2[NH2:17].C(N(CC)CC)C.[C:41](Cl)(=[O:44])[CH:42]=[CH2:43]. Product: [NH2:17][C:5]1[C:4]2=[C:3]([C:18]3[CH:23]=[CH:22][C:21]([O:24][C:25]4[CH:30]=[CH:29][CH:28]=[C:27]([Cl:31])[CH:26]=4)=[C:20]([O:32][CH3:33])[CH:19]=3)[C:2]([Cl:1])=[C:10]([CH:11]3[CH2:16][CH2:15][CH2:14][N:13]([C:41](=[O:44])[CH:42]=[CH2:43])[CH2:12]3)[N:9]2[N:8]=[CH:7][N:6]=1. The catalyst class is: 2.